Predict the product of the given reaction. From a dataset of Forward reaction prediction with 1.9M reactions from USPTO patents (1976-2016). (1) Given the reactants Br[C:2]1[C:6]2[CH:7]=[N:8][C:9]([NH2:23])=[C:10]([O:11][C@@H:12]([C:14]3[C:19]([Cl:20])=[CH:18][CH:17]=[C:16]([F:21])[C:15]=3[Cl:22])[CH3:13])[C:5]=2[O:4][CH:3]=1.[F-].[K+].O1CCOCC1.CCCC[Sn]([C:45]1[N:50]=[CH:49][CH:48]=[CH:47][CH:46]=1)(CCCC)CCCC, predict the reaction product. The product is: [Cl:22][C:15]1[C:16]([F:21])=[CH:17][CH:18]=[C:19]([Cl:20])[C:14]=1[C@H:12]([O:11][C:10]1[C:5]2[O:4][CH:3]=[C:2]([C:49]3[CH:48]=[CH:47][CH:46]=[CH:45][N:50]=3)[C:6]=2[CH:7]=[N:8][C:9]=1[NH2:23])[CH3:13]. (2) Given the reactants [C:1]([NH:8][CH2:9][C:10](O)=O)([O:3][C:4]([CH3:7])([CH3:6])[CH3:5])=[O:2].[N+:13]([C:16]1[CH:21]=[CH:20][C:19]([NH2:22])=[C:18]([NH2:23])[CH:17]=1)([O-:15])=[O:14].C(O)(=O)C.O, predict the reaction product. The product is: [N+:13]([C:16]1[CH:21]=[CH:20][C:19]2[N:22]=[C:10]([CH2:9][NH:8][C:1](=[O:2])[O:3][C:4]([CH3:7])([CH3:6])[CH3:5])[NH:23][C:18]=2[CH:17]=1)([O-:15])=[O:14]. (3) Given the reactants F[C:2]1[CH:7]=[CH:6][C:5]([N+:8]([O-:10])=[O:9])=[C:4]([C:11]([F:14])([F:13])[F:12])[CH:3]=1.[NH2:15][CH2:16][CH2:17][CH3:18], predict the reaction product. The product is: [N+:8]([C:5]1[CH:6]=[CH:7][C:2]([NH:15][CH2:16][CH2:17][CH3:18])=[CH:3][C:4]=1[C:11]([F:14])([F:13])[F:12])([O-:10])=[O:9]. (4) Given the reactants [CH3:13][C:12]([O:11][C:9](O[C:9]([O:11][C:12]([CH3:15])([CH3:14])[CH3:13])=[O:10])=[O:10])([CH3:15])[CH3:14].[Cl:16][C:17]1[CH:18]=[C:19]([NH2:24])[CH:20]=[N:21][C:22]=1[Cl:23], predict the reaction product. The product is: [Cl:16][C:17]1[CH:18]=[C:19]([NH:24][C:9](=[O:10])[O:11][C:12]([CH3:13])([CH3:14])[CH3:15])[CH:20]=[N:21][C:22]=1[Cl:23]. (5) Given the reactants C[O:2][C:3]([C:5]1[C:6]([C:15]2[CH:20]=[C:19]([Cl:21])[CH:18]=[C:17]([Cl:22])[CH:16]=2)=[N:7][C:8]([S:13][CH3:14])=[N:9][C:10]=1[CH2:11][CH3:12])=[O:4].O.[OH-].[Li+], predict the reaction product. The product is: [Cl:22][C:17]1[CH:16]=[C:15]([C:6]2[C:5]([C:3]([OH:4])=[O:2])=[C:10]([CH2:11][CH3:12])[N:9]=[C:8]([S:13][CH3:14])[N:7]=2)[CH:20]=[C:19]([Cl:21])[CH:18]=1. (6) Given the reactants C([N:8]1[CH2:13][CH2:12][Si:11]([CH3:15])([CH3:14])[CH2:10][CH2:9]1)C1C=CC=CC=1.[ClH:16], predict the reaction product. The product is: [ClH:16].[CH3:14][Si:11]1([CH3:15])[CH2:12][CH2:13][NH:8][CH2:9][CH2:10]1. (7) The product is: [OH:35][C:33]1[CH:32]=[C:27]([CH:26]=[C:25]([B:9]2[O:10][C:11]([CH3:16])([CH3:17])[C:12]([CH3:14])([CH3:15])[O:13]2)[CH:34]=1)[C:28]([O:30][CH3:31])=[O:29]. Given the reactants [CH3:16][C:11]1([CH3:17])[C:12]([CH3:15])([CH3:14])[O:13][B:9]([B:9]2[O:13][C:12]([CH3:15])([CH3:14])[C:11]([CH3:17])([CH3:16])[O:10]2)[O:10]1.CC([O-])=O.[K+].Br[C:25]1[CH:26]=[C:27]([CH:32]=[C:33]([OH:35])[CH:34]=1)[C:28]([O:30][CH3:31])=[O:29], predict the reaction product. (8) Given the reactants C[O:2][C:3]([C@H:5]1[CH2:10][N:9]([C:11](=[O:24])[C@@H:12]([NH:16][C:17]([O:19][C:20]([CH3:23])([CH3:22])[CH3:21])=[O:18])[CH:13]([CH3:15])[CH3:14])[CH2:8][CH2:7][N:6]1[C:25](=[O:33])[C:26]1[CH:31]=[CH:30][C:29]([Cl:32])=[CH:28][CH:27]=1)=[O:4].[Li+].[OH-].O.Cl, predict the reaction product. The product is: [C:20]([O:19][C:17]([NH:16][C@@H:12]([CH:13]([CH3:15])[CH3:14])[C:11]([N:9]1[CH2:8][CH2:7][N:6]([C:25](=[O:33])[C:26]2[CH:27]=[CH:28][C:29]([Cl:32])=[CH:30][CH:31]=2)[C@@H:5]([C:3]([OH:4])=[O:2])[CH2:10]1)=[O:24])=[O:18])([CH3:23])([CH3:22])[CH3:21].